This data is from CYP1A2 inhibition data for predicting drug metabolism from PubChem BioAssay. The task is: Regression/Classification. Given a drug SMILES string, predict its absorption, distribution, metabolism, or excretion properties. Task type varies by dataset: regression for continuous measurements (e.g., permeability, clearance, half-life) or binary classification for categorical outcomes (e.g., BBB penetration, CYP inhibition). Dataset: cyp1a2_veith. (1) The drug is Cc1nn(-c2ccccc2)c2c1C(c1ccc(O)c(O)c1)N1C(=N2)C(Nc2ccccc2)=Nc2ccccc21. The result is 0 (non-inhibitor). (2) The drug is CC(C)Nc1nc(NC(C)(C)C)nc(Oc2ccc(=O)n(-c3ccccc3)n2)n1. The result is 0 (non-inhibitor). (3) The molecule is N#CCCn1c(=O)c(-c2ccccc2)nc2cnc(N3CCNCC3)nc21. The result is 1 (inhibitor). (4) The result is 1 (inhibitor). The drug is Cc1cc(-c2cc(-c3ccc(Cl)cc3)nc(N)c2C#N)co1. (5) The compound is COc1ccc(S(=O)(=O)Nc2cc3c4c(oc3c3ccccc23)CC(C)(C)CC4=O)cc1. The result is 1 (inhibitor). (6) The compound is COc1ccc(C(=O)NCC(c2ccc(F)cc2)N2CCOCC2)cc1S(=O)(=O)N1CCCC1. The result is 1 (inhibitor).